This data is from Catalyst prediction with 721,799 reactions and 888 catalyst types from USPTO. The task is: Predict which catalyst facilitates the given reaction. (1) Reactant: [O:1]=[C:2]1[C:10]2[C:5](=[CH:6][CH:7]=[CH:8][CH:9]=2)[C:4](=[O:11])[N:3]1[CH2:12][C@H:13]([NH:26][C:27](=O)[O:28]C(C)(C)C)[C:14]1[CH:19]=[CH:18][C:17]([O:20][CH2:21][C@@H:22]([CH3:25])[CH2:23][CH3:24])=[CH:16][CH:15]=1.FC(F)(F)C(O)=O.S1[CH:45]=[CH:44][CH:43]=[C:42]1[CH:46]1[CH2:48][CH:47]1[C:49](Cl)=O.C(N(CC)CC)C. Product: [O:1]=[C:2]1[C:10]2[C:5](=[CH:6][CH:7]=[CH:8][CH:9]=2)[C:4](=[O:11])[N:3]1[CH2:12][C@H:13]([NH:26][C:27](=[O:28])[C@H:44]([C:43]1[CH:42]=[CH:46][CH:48]=[CH:47][CH:49]=1)[CH3:45])[C:14]1[CH:19]=[CH:18][C:17]([O:20][CH2:21][C@@H:22]([CH3:25])[CH2:23][CH3:24])=[CH:16][CH:15]=1. The catalyst class is: 4. (2) Reactant: [CH2:1]([O:3][C:4]1[CH:10]=[CH:9][C:7]([NH2:8])=[C:6]([C:11]2[O:12][CH:13]=[CH:14][CH:15]=2)[CH:5]=1)[CH3:2].Cl[C:17]([O:19][C:20]1[CH:25]=[CH:24][CH:23]=[CH:22][CH:21]=1)=[O:18].N1C=CC=CC=1. Product: [CH2:1]([O:3][C:4]1[CH:10]=[CH:9][C:7]([NH:8][C:17](=[O:18])[O:19][C:20]2[CH:25]=[CH:24][CH:23]=[CH:22][CH:21]=2)=[C:6]([C:11]2[O:12][CH:13]=[CH:14][CH:15]=2)[CH:5]=1)[CH3:2]. The catalyst class is: 2. (3) Reactant: C(OC(=O)[N:7]([C@H:12]1[CH2:16][C@@H:15]([N:17]2[CH:25]=[N:24][C:23]3[C:18]2=[N:19][C:20]([Cl:32])=[N:21][C:22]=3[NH:26][CH:27]([CH2:30][CH3:31])[CH2:28][CH3:29])[C@H:14]([OH:33])[C@@H:13]1[OH:34])[C:8](=[O:11])[CH2:9][CH3:10])(C)(C)C.C(O)(C(F)(F)F)=O. Product: [Cl:32][C:20]1[N:19]=[C:18]2[C:23]([N:24]=[CH:25][N:17]2[C@@H:15]2[CH2:16][C@H:12]([NH:7][C:8](=[O:11])[CH2:9][CH3:10])[C@@H:13]([OH:34])[C@H:14]2[OH:33])=[C:22]([NH:26][CH:27]([CH2:28][CH3:29])[CH2:30][CH3:31])[N:21]=1. The catalyst class is: 2. (4) Reactant: [OH-].[K+].[CH3:3][C:4](=[CH2:25])[CH2:5][O:6][C:7]1[C:20]2[C:19](=[O:21])[C:18]3[C:13](=[CH:14][CH:15]=[CH:16][CH:17]=3)[O:12][C:11]=2[C:10]([C:22](=[O:24])[CH3:23])=[CH:9][CH:8]=1.[Cl:26][C:27]1[CH:34]=[CH:33][CH:32]=[C:31]([Cl:35])[C:28]=1[CH:29]=O. Product: [CH3:25][C:4](=[CH2:3])[CH2:5][O:6][C:7]1[C:20]2[C:19](=[O:21])[C:18]3[C:13](=[CH:14][CH:15]=[CH:16][CH:17]=3)[O:12][C:11]=2[C:10]([C:22](=[O:24])[CH:23]=[CH:29][C:28]2[C:27]([Cl:26])=[CH:34][CH:33]=[CH:32][C:31]=2[Cl:35])=[CH:9][CH:8]=1. The catalyst class is: 40. (5) Reactant: [Cl:1][C:2]1[CH:3]=[CH:4][C:5]([CH3:11])=[C:6]([N:8]=[C:9]=[S:10])[CH:7]=1.Cl.[CH2:13]([NH2:16])[C:14]#[CH:15].C(N(CC)CC)C. Product: [Cl:1][C:2]1[CH:3]=[CH:4][C:5]([CH3:11])=[C:6]([NH:8][C:9]([NH:16][CH2:13][C:14]#[CH:15])=[S:10])[CH:7]=1. The catalyst class is: 2. (6) Reactant: [CH2:1]([C@H:3]1[C@@H:7]([CH2:8][OH:9])[CH2:6][C:5](=[O:10])[CH2:4]1)[CH3:2].N1C=CN=C1.[C:16]([Si:20](Cl)([CH3:22])[CH3:21])([CH3:19])([CH3:18])[CH3:17].CCCCCCC. Product: [Si:20]([O:9][CH2:8][C@@H:7]1[C@H:3]([CH2:1][CH3:2])[CH2:4][C:5](=[O:10])[CH2:6]1)([C:16]([CH3:19])([CH3:18])[CH3:17])([CH3:22])[CH3:21]. The catalyst class is: 3. (7) Reactant: C([N:8](C(OCC1C=CC=CC=1)=O)[C@H:9]1[CH2:14][CH2:13][N:12]([C:15]2[CH:16]=[C:17]([CH:23]=[C:24]([CH3:26])[CH:25]=2)[C:18]([O:20][CH2:21][CH3:22])=[O:19])[CH2:11][C@H:10]1[O:27][CH3:28])C1C=CC=CC=1. Product: [CH:18]([O-:20])=[O:19].[NH4+:8].[NH2:8][C@H:9]1[CH2:14][CH2:13][N:12]([C:15]2[CH:16]=[C:17]([CH:23]=[C:24]([CH3:26])[CH:25]=2)[C:18]([O:20][CH2:21][CH3:22])=[O:19])[CH2:11][C@H:10]1[O:27][CH3:28]. The catalyst class is: 349. (8) The catalyst class is: 8. Product: [I:11][C:6]1[C:2]([CH3:1])=[N:3][NH:4][C:5]=1[NH:7][C:8](=[O:10])[CH3:9]. Reactant: [CH3:1][C:2]1[CH:6]=[C:5]([NH:7][C:8](=[O:10])[CH3:9])[NH:4][N:3]=1.[I:11](O)(=O)=O.II. (9) Reactant: [CH2:1]([C@H:8]1[CH2:13][N:12]([C:14]2[CH:19]=[CH:18][C:17]([O:20][CH3:21])=[C:16]([O:22][CH:23]3[CH2:27][CH2:26][CH2:25][CH2:24]3)[CH:15]=2)[CH2:11][CH2:10][N:9]1[CH2:28][C:29](O)=[O:30])[C:2]1[CH:7]=[CH:6][CH:5]=[CH:4][CH:3]=1.[CH:32]1([N:38]=C=NC2CCCCC2)CCCCC1.C1COCC1.CN. Product: [CH2:1]([C@H:8]1[CH2:13][N:12]([C:14]2[CH:19]=[CH:18][C:17]([O:20][CH3:21])=[C:16]([O:22][CH:23]3[CH2:27][CH2:26][CH2:25][CH2:24]3)[CH:15]=2)[CH2:11][CH2:10][N:9]1[CH2:28][C:29]([NH:38][CH3:32])=[O:30])[C:2]1[CH:3]=[CH:4][CH:5]=[CH:6][CH:7]=1. The catalyst class is: 172. (10) Reactant: [Cl:1][C:2]1[C:3]([O:24][CH3:25])=[C:4]([CH:8]([CH2:22][CH3:23])[CH2:9][C:10]2([C:18]([F:21])([F:20])[F:19])[O:14]C=N[CH:11]2[O:15]CC)[CH:5]=[CH:6][CH:7]=1.Cl. Product: [Cl:1][C:2]1[C:3]([O:24][CH3:25])=[C:4]([CH:8]([CH2:22][CH3:23])[CH2:9][C:10]([OH:14])([C:18]([F:21])([F:20])[F:19])[CH:11]=[O:15])[CH:5]=[CH:6][CH:7]=1. The catalyst class is: 1.